Dataset: CYP2C9 inhibition data for predicting drug metabolism from PubChem BioAssay. Task: Regression/Classification. Given a drug SMILES string, predict its absorption, distribution, metabolism, or excretion properties. Task type varies by dataset: regression for continuous measurements (e.g., permeability, clearance, half-life) or binary classification for categorical outcomes (e.g., BBB penetration, CYP inhibition). Dataset: cyp2c9_veith. The compound is O=C(Nc1ccc2ccccc2c1)[C@H]1C[C@@H]1[C@H](NP(=O)(c1ccccc1)c1ccccc1)c1ccccc1. The result is 1 (inhibitor).